From a dataset of Reaction yield outcomes from USPTO patents with 853,638 reactions. Predict the reaction yield, written as a fraction of the theoretical maximum amount of product (1.0 means a 100% yield; for example, 0.34 means a 34% yield). (1) The reactants are [CH2:1]1[C:10]2[C:5](=[CH:6][CH:7]=[CH:8][CH:9]=2)[CH2:4][CH2:3][N:2]1[CH2:11][CH2:12][NH2:13].Cl[C:15]1[N:20]=[CH:19][N:18]=[C:17]([NH:21][C:22]2[C:31]3[C:26](=[CH:27][CH:28]=[CH:29][CH:30]=3)[N:25]=[C:24]([CH3:32])[CH:23]=2)[CH:16]=1.[CH:33](N(C(C)C)CC)([CH3:35])[CH3:34]. The catalyst is CCCCO. The product is [CH2:6]([CH:5]1[CH2:10][CH2:1][N:2]([CH2:11][CH2:12][NH:13][C:15]2[CH:16]=[C:17]([NH:21][C:22]3[C:31]4[C:26](=[CH:27][CH:28]=[CH:29][CH:30]=4)[N:25]=[C:24]([CH3:32])[CH:23]=3)[N:18]=[CH:19][N:20]=2)[CH2:3][CH2:4]1)[C:7]1[CH:8]=[CH:9][CH:35]=[CH:33][CH:34]=1. The yield is 0.250. (2) The reactants are [CH3:1][N:2]1[CH:7]=[C:6]([C:8]2[CH:13]=[C:12]([S:14]([CH3:17])(=[O:16])=[O:15])[CH:11]=[CH:10][C:9]=2[NH:18][CH:19]2[CH2:24][CH2:23][NH:22][CH2:21][CH2:20]2)[C:5]2[CH:25]=[CH:26][NH:27][C:4]=2[C:3]1=[O:28].[CH3:29][N:30]1[CH2:35]C[O:33][CH2:32][CH2:31]1.Cl.CN(C)CC(Cl)=O.[Cl-].[Na+].C(=O)(O)[O-].[Na+]. The catalyst is CN(C)C=O. The product is [CH3:29][N:30]([CH2:31][C:32]([N:22]1[CH2:21][CH2:20][CH:19]([NH:18][C:9]2[CH:10]=[CH:11][C:12]([S:14]([CH3:17])(=[O:15])=[O:16])=[CH:13][C:8]=2[C:6]2[C:5]3[CH:25]=[CH:26][NH:27][C:4]=3[C:3](=[O:28])[N:2]([CH3:1])[CH:7]=2)[CH2:24][CH2:23]1)=[O:33])[CH3:35]. The yield is 0.560. (3) The reactants are Br[C:2]1[CH:20]=[CH:19][C:5]([CH2:6][CH:7]2[CH2:11][CH2:10][N:9]([CH:12]3[CH2:17][CH2:16][CH2:15][CH2:14][CH2:13]3)[C:8]2=[O:18])=[C:4]([Cl:21])[CH:3]=1.[Si]([C:26]#[N:27])(C)(C)C.O. The catalyst is CCN(CC)CC.C1C=CC([P]([Pd]([P](C2C=CC=CC=2)(C2C=CC=CC=2)C2C=CC=CC=2)([P](C2C=CC=CC=2)(C2C=CC=CC=2)C2C=CC=CC=2)[P](C2C=CC=CC=2)(C2C=CC=CC=2)C2C=CC=CC=2)(C2C=CC=CC=2)C2C=CC=CC=2)=CC=1. The product is [Cl:21][C:4]1[CH:3]=[C:2]([CH:20]=[CH:19][C:5]=1[CH2:6][CH:7]1[CH2:11][CH2:10][N:9]([CH:12]2[CH2:17][CH2:16][CH2:15][CH2:14][CH2:13]2)[C:8]1=[O:18])[C:26]#[N:27]. The yield is 0.980. (4) The reactants are [NH2:1][C:2]1[N:10]=[C:9]([O:11][CH2:12][CH2:13][CH2:14][CH3:15])[N:8]=[C:7]2[C:3]=1[N:4]=[CH:5][N:6]2[CH2:16][C:17]1[CH:18]=[C:19]([CH2:23][P:24](=[O:31])([O:28][CH2:29][CH3:30])[O:25][CH2:26][CH3:27])[CH:20]=[CH:21][CH:22]=1.[Br:32]Br. The catalyst is C(Cl)(Cl)Cl. The product is [NH2:1][C:2]1[N:10]=[C:9]([O:11][CH2:12][CH2:13][CH2:14][CH3:15])[N:8]=[C:7]2[C:3]=1[N:4]=[C:5]([Br:32])[N:6]2[CH2:16][C:17]1[CH:18]=[C:19]([CH2:23][P:24](=[O:31])([O:25][CH2:26][CH3:27])[O:28][CH2:29][CH3:30])[CH:20]=[CH:21][CH:22]=1. The yield is 0.490. (5) The reactants are [Br:1][C:2]1[CH:3]=[C:4]([NH:10][C:11]2[N:16]=[CH:15][C:14]([C:17]3[CH2:22][CH2:21][N:20](C(OC(C)(C)C)=O)[CH2:19][CH:18]=3)=[CH:13][CH:12]=2)[C:5](=[O:9])[N:6]([CH3:8])[CH:7]=1. The catalyst is Cl.O1CCOCC1. The product is [Br:1][C:2]1[CH:3]=[C:4]([NH:10][C:11]2[CH:12]=[CH:13][C:14]([C:17]3[CH2:22][CH2:21][NH:20][CH2:19][CH:18]=3)=[CH:15][N:16]=2)[C:5](=[O:9])[N:6]([CH3:8])[CH:7]=1. The yield is 0.840. (6) The reactants are [C:1]([O:5][C:6](=[O:35])[CH2:7][O:8][C:9]1[C:14]2[CH2:15][CH2:16][CH2:17][CH2:18][CH:19]([NH:20][S:21]([C:24]3[CH:29]=[C:28]([C:30]([F:33])([F:32])[F:31])[CH:27]=[C:26](Br)[CH:25]=3)(=[O:23])=[O:22])[C:13]=2[CH:12]=[CH:11][CH:10]=1)([CH3:4])([CH3:3])[CH3:2].C1([As](C2C=CC=CC=2)C2C=CC=CC=2)C=CC=CC=1.C([Sn](CCCC)(CCCC)[C:60]([O:62]CC)=[CH2:61])CCC.Cl. The catalyst is CN(C=O)C.C1C=CC(/C=C/C(/C=C/C2C=CC=CC=2)=O)=CC=1.C1C=CC(/C=C/C(/C=C/C2C=CC=CC=2)=O)=CC=1.C1C=CC(/C=C/C(/C=C/C2C=CC=CC=2)=O)=CC=1.[Pd].[Pd].O. The product is [C:1]([O:5][C:6](=[O:35])[CH2:7][O:8][C:9]1[C:14]2[CH2:15][CH2:16][CH2:17][CH2:18][CH:19]([NH:20][S:21]([C:24]3[CH:29]=[C:28]([C:30]([F:33])([F:32])[F:31])[CH:27]=[C:26]([C:60](=[O:62])[CH3:61])[CH:25]=3)(=[O:23])=[O:22])[C:13]=2[CH:12]=[CH:11][CH:10]=1)([CH3:4])([CH3:3])[CH3:2]. The yield is 0.880. (7) The reactants are [C:1]([O:5][C:6]([N:8]1[C:12]([C:13]#[N:14])=[CH:11][CH:10]=[C:9]1[C:15]1[CH:27]=[CH:26][C:18]2[NH:19][C:20](=O)[O:21][C:22]([CH3:24])([CH3:23])[C:17]=2[CH:16]=1)=[O:7])([CH3:4])([CH3:3])[CH3:2].COC1C=CC(P2(SP(C3C=CC(OC)=CC=3)(=S)S2)=[S:37])=CC=1. The catalyst is C1(C)C=CC=CC=1. The product is [C:13]([C:12]1[N:8]([C:6]([O:5][C:1]([CH3:4])([CH3:3])[CH3:2])=[O:7])[C:9]([C:15]2[CH:27]=[CH:26][C:18]3[NH:19][C:20](=[S:37])[O:21][C:22]([CH3:24])([CH3:23])[C:17]=3[CH:16]=2)=[CH:10][CH:11]=1)#[N:14]. The yield is 0.380. (8) The reactants are [CH3:1][O:2][C:3]1[CH:4]=[C:5]([CH:11]=[CH:12][C:13]=1[OH:14])[CH:6]=[CH:7][C:8]([OH:10])=[O:9].N1C=CN=C1.[Si:20](Cl)([C:23]([CH3:26])([CH3:25])[CH3:24])([CH3:22])[CH3:21]. The catalyst is CN(C)C=O. The product is [CH3:1][O:2][C:3]1[CH:4]=[C:5]([CH:11]=[CH:12][C:13]=1[O:14][Si:20]([C:23]([CH3:26])([CH3:25])[CH3:24])([CH3:22])[CH3:21])/[CH:6]=[CH:7]/[C:8]([OH:10])=[O:9]. The yield is 0.930. (9) The reactants are Br[C:2]1[CH:10]=[C:9]2[C:5]([C:6]3[CH2:15][CH2:14][N:13]([CH3:16])[CH2:12][C:7]=3[N:8]2[CH3:11])=[CH:4][CH:3]=1.[CH2:17]([O:24][C:25]1[CH:30]=[CH:29][NH:28][C:27](=[O:31])[CH:26]=1)[C:18]1[CH:23]=[CH:22][CH:21]=[CH:20][CH:19]=1.OC1C=CC=C2C=1N=CC=C2.C([O-])([O-])=O.[K+].[K+].[ClH:49].CCOCC. The catalyst is CS(C)=O.C(Cl)Cl.[Cu]I. The product is [ClH:49].[CH2:17]([O:24][C:25]1[CH:30]=[CH:29][N:28]([C:2]2[CH:10]=[C:9]3[C:5]([C:6]4[CH2:15][CH2:14][N:13]([CH3:16])[CH2:12][C:7]=4[N:8]3[CH3:11])=[CH:4][CH:3]=2)[C:27](=[O:31])[CH:26]=1)[C:18]1[CH:19]=[CH:20][CH:21]=[CH:22][CH:23]=1. The yield is 0.330.